Dataset: Full USPTO retrosynthesis dataset with 1.9M reactions from patents (1976-2016). Task: Predict the reactants needed to synthesize the given product. Given the product [C:22]([C:25]1[CH:26]=[C:27]([NH:31][C:32]([NH:21][CH:14]2[CH:13]3[CH:18]([CH2:19][CH2:20][N:11]([CH2:10][CH2:9][CH2:8][C:5]4[CH:4]=[CH:3][C:2]([F:1])=[CH:7][CH:6]=4)[CH2:12]3)[CH2:17][CH2:16][CH2:15]2)=[O:33])[CH:28]=[CH:29][CH:30]=1)(=[O:24])[CH3:23], predict the reactants needed to synthesize it. The reactants are: [F:1][C:2]1[CH:7]=[CH:6][C:5]([CH2:8][CH2:9][CH2:10][N:11]2[CH2:20][CH2:19][CH:18]3[CH:13]([CH:14]([NH2:21])[CH2:15][CH2:16][CH2:17]3)[CH2:12]2)=[CH:4][CH:3]=1.[C:22]([C:25]1[CH:26]=[C:27]([N:31]=[C:32]=[O:33])[CH:28]=[CH:29][CH:30]=1)(=[O:24])[CH3:23].CO.